This data is from Forward reaction prediction with 1.9M reactions from USPTO patents (1976-2016). The task is: Predict the product of the given reaction. (1) Given the reactants ClCCl.Cl[CH2:5][CH2:6][S:7](Cl)(=[O:9])=[O:8].[NH:11]1[CH2:15][CH2:14][CH2:13][CH2:12]1.Cl, predict the reaction product. The product is: [CH:6]([S:7]([N:11]1[CH2:15][CH2:14][CH2:13][CH2:12]1)(=[O:9])=[O:8])=[CH2:5]. (2) Given the reactants [NH2:1][C:2]1[CH:3]=[C:4]2[C:9](=[C:10]([C:12]([F:15])([F:14])[F:13])[CH:11]=1)[N:8]=[CH:7][C:6]([C:16]#[N:17])=[C:5]2[NH:18][C:19]1[CH:24]=[CH:23][C:22]([F:25])=[C:21]([Cl:26])[CH:20]=1.[CH:27]([C:29]1[CH:36]=[CH:35][CH:34]=[CH:33][C:30]=1[C:31]#[N:32])=O.[BH3-]C#N.[Na+], predict the reaction product. The product is: [Cl:26][C:21]1[CH:20]=[C:19]([NH:18][C:5]2[C:4]3[C:9](=[C:10]([C:12]([F:13])([F:14])[F:15])[CH:11]=[C:2]([NH:1][CH2:27][C:29]4[CH:36]=[CH:35][CH:34]=[CH:33][C:30]=4[C:31]#[N:32])[CH:3]=3)[N:8]=[CH:7][C:6]=2[C:16]#[N:17])[CH:24]=[CH:23][C:22]=1[F:25]. (3) Given the reactants C(N(CC)C(C)C)(C)C.[Cl:10][C:11]1[S:15][C:14]([C:16]([NH:18][C:19]2[C:27]3[C:26](=[O:28])O[C:24](=[O:29])[C:23]=3[CH:22]=[CH:21][CH:20]=2)=[O:17])=[CH:13][CH:12]=1.[I:30][C:31]1[CH:32]=[C:33]([CH2:37][NH2:38])[CH:34]=[CH:35][CH:36]=1, predict the reaction product. The product is: [Cl:10][C:11]1[S:15][C:14]([C:16]([NH:18][C:19]2[CH:20]=[CH:21][CH:22]=[C:23]3[C:27]=2[C:26](=[O:28])[N:38]([CH2:37][C:33]2[CH:34]=[CH:35][CH:36]=[C:31]([I:30])[CH:32]=2)[C:24]3=[O:29])=[O:17])=[CH:13][CH:12]=1. (4) Given the reactants [N+:1]([C:4]1[CH:16]=[CH:15][C:7]2[S:8][C:9]3[CH:14]=[CH:13][CH:12]=[CH:11][C:10]=3[C:6]=2[CH:5]=1)([O-:3])=[O:2].[CH3:17][Mg]Cl.ClC1C(=O)C(C#N)=C(C#N)C(=O)C=1Cl, predict the reaction product. The product is: [CH3:17][C:5]1[C:6]2[C:10]3[CH:11]=[CH:12][CH:13]=[CH:14][C:9]=3[S:8][C:7]=2[CH:15]=[CH:16][C:4]=1[N+:1]([O-:3])=[O:2]. (5) Given the reactants [C:1]1([C:7]2[O:8][C:9]([C:15]([F:18])([F:17])[F:16])=[C:10]([C:12]([OH:14])=O)[N:11]=2)[CH:6]=[CH:5][CH:4]=[CH:3][CH:2]=1.[CH3:19][O:20][CH2:21][C@@H:22]([N:24]([CH3:32])[C:25]1[CH:30]=[CH:29][C:28]([NH2:31])=[CH:27][N:26]=1)[CH3:23], predict the reaction product. The product is: [CH3:19][O:20][CH2:21][C@@H:22]([N:24]([CH3:32])[C:25]1[N:26]=[CH:27][C:28]([NH:31][C:12]([C:10]2[N:11]=[C:7]([C:1]3[CH:2]=[CH:3][CH:4]=[CH:5][CH:6]=3)[O:8][C:9]=2[C:15]([F:18])([F:17])[F:16])=[O:14])=[CH:29][CH:30]=1)[CH3:23].